Dataset: Reaction yield outcomes from USPTO patents with 853,638 reactions. Task: Predict the reaction yield, written as a fraction of the theoretical maximum amount of product (1.0 means a 100% yield; for example, 0.34 means a 34% yield). (1) The reactants are F[C:2]1[N:7]=[C:6]([C:8]2[C:16]3[C:11](=[CH:12][N:13]=[C:14]([C:17]4[CH:18]=[N:19][CH:20]=[CH:21][CH:22]=4)[CH:15]=3)[N:10](COCC[Si](C)(C)C)[N:9]=2)[CH:5]=[CH:4][CH:3]=1.[CH2:31]([NH2:36])[CH2:32][CH2:33][CH2:34][NH2:35]. No catalyst specified. The product is [N:19]1[CH:20]=[CH:21][CH:22]=[C:17]([C:14]2[CH:15]=[C:16]3[C:8]([C:6]4[N:7]=[C:2]([NH:35][CH2:34][CH2:33][CH2:32][CH2:31][NH2:36])[CH:3]=[CH:4][CH:5]=4)=[N:9][NH:10][C:11]3=[CH:12][N:13]=2)[CH:18]=1. The yield is 0.280. (2) The reactants are [ClH:1].O1CCOCC1.[C:8]1([C:14]2[N:19]=[C:18]([C:20]([N:22]3[CH2:27][CH2:26][N:25](C(OC(C)(C)C)=O)[CH2:24][CH:23]3[CH2:35][O:36][C:37]3[CH:38]=[N:39][CH:40]=[CH:41][CH:42]=3)=[O:21])[CH:17]=[CH:16][CH:15]=2)[CH:13]=[CH:12][CH:11]=[CH:10][CH:9]=1. The catalyst is CO. The product is [ClH:1].[ClH:1].[C:8]1([C:14]2[N:19]=[C:18]([C:20]([N:22]3[CH2:27][CH2:26][NH:25][CH2:24][CH:23]3[CH2:35][O:36][C:37]3[CH:38]=[N:39][CH:40]=[CH:41][CH:42]=3)=[O:21])[CH:17]=[CH:16][CH:15]=2)[CH:9]=[CH:10][CH:11]=[CH:12][CH:13]=1. The yield is 0.990.